This data is from Full USPTO retrosynthesis dataset with 1.9M reactions from patents (1976-2016). The task is: Predict the reactants needed to synthesize the given product. (1) Given the product [Cl:19][C:20]1[CH:21]=[C:22]([S:26]([N:11]([C:12]2[CH:17]=[CH:16][C:15]([CH3:18])=[CH:14][CH:13]=2)[CH2:2][C:3]([N:8]([CH2:9][CH3:10])[CH2:6][CH3:7])=[O:4])(=[O:28])=[O:27])[CH:23]=[CH:24][CH:25]=1, predict the reactants needed to synthesize it. The reactants are: Br[CH2:2][C:3](Br)=[O:4].[CH2:6]([NH:8][CH2:9][CH3:10])[CH3:7].[NH2:11][C:12]1[CH:17]=[CH:16][C:15]([CH3:18])=[CH:14][CH:13]=1.[Cl:19][C:20]1[CH:21]=[C:22]([S:26](Cl)(=[O:28])=[O:27])[CH:23]=[CH:24][CH:25]=1. (2) The reactants are: [NH2:1][OH:2].Cl.N1C=CC=CC=1.[CH:10](=O)[CH2:11][CH2:12][CH2:13][CH2:14]/[CH:15]=[CH:16]\[CH2:17][CH3:18]. Given the product [CH:10](=[N:1][OH:2])[CH2:11][CH2:12][CH2:13][CH2:14]/[CH:15]=[CH:16]\[CH2:17][CH3:18], predict the reactants needed to synthesize it. (3) Given the product [O:50]1[C:51]2[CH:52]=[CH:38][CH:37]=[CH:36][C:35]=2[N:34]=[C:47]1[O:18][C:15]1[CH:14]=[CH:13][C:12]([O:11][CH2:10][CH2:9][N:4]2[CH2:5][CH2:6][CH2:7][CH2:8][CH:3]2[CH2:2][OH:1])=[CH:17][CH:16]=1, predict the reactants needed to synthesize it. The reactants are: [OH:1][CH2:2][CH:3]1[CH2:8][CH2:7][CH2:6][CH2:5][N:4]1[CH2:9][CH2:10][O:11][C:12]1[CH:17]=[CH:16][C:15]([OH:18])=[CH:14][CH:13]=1.C(OC1C=CC(OCC[N:34]2C[CH2:38][CH2:37][CH2:36][CH:35]2CO)=CC=1)C1C=CC=CC=1.C(O)C.[C:47]([O:50][CH2:51][CH3:52])(=O)C. (4) Given the product [CH2:1]([C:3]([C:6]1[CH:11]=[CH:10][C:9]([CH2:12][N:13]([CH2:14][CH2:15][S:16]([CH3:19])(=[O:18])=[O:17])[C:51](=[O:52])[O:50][C:47]([CH3:49])([CH3:48])[CH3:46])=[C:8]([CH3:20])[CH:7]=1)([C:21]1[CH:34]=[CH:33][C:24]([O:25][CH2:26][CH:27]([OH:32])[C:28]([CH3:30])([CH3:29])[CH3:31])=[C:23]([CH3:35])[CH:22]=1)[CH2:4][CH3:5])[CH3:2], predict the reactants needed to synthesize it. The reactants are: [CH2:1]([C:3]([C:21]1[CH:34]=[CH:33][C:24]([O:25][CH2:26][CH:27]([OH:32])[C:28]([CH3:31])([CH3:30])[CH3:29])=[C:23]([CH3:35])[CH:22]=1)([C:6]1[CH:11]=[CH:10][C:9]([CH2:12][NH:13][CH2:14][CH2:15][S:16]([CH3:19])(=[O:18])=[O:17])=[C:8]([CH3:20])[CH:7]=1)[CH2:4][CH3:5])[CH3:2].C([O-])(O)=O.[Na+].C1COCC1.[CH3:46][C:47]([O:50][C:51](O[C:51]([O:50][C:47]([CH3:49])([CH3:48])[CH3:46])=[O:52])=[O:52])([CH3:49])[CH3:48].